Predict which catalyst facilitates the given reaction. From a dataset of Catalyst prediction with 721,799 reactions and 888 catalyst types from USPTO. (1) The catalyst class is: 1. Reactant: [Mg].BrCCBr.Br[CH:7]([CH2:28][CH2:29][CH2:30][CH2:31][CH2:32][CH3:33])[C:8]([O:10][C@H:11]([CH2:17][CH2:18][CH2:19][CH2:20][CH2:21][CH2:22][CH2:23][CH2:24][CH2:25][CH2:26][CH3:27])[CH2:12][C:13]([O:15]C)=O)=[O:9]. Product: [CH2:28]([C:7]1[C:8](=[O:9])[O:10][C@H:11]([CH2:17][CH2:18][CH2:19][CH2:20][CH2:21][CH2:22][CH2:23][CH2:24][CH2:25][CH2:26][CH3:27])[CH2:12][C:13]=1[OH:15])[CH2:29][CH2:30][CH2:31][CH2:32][CH3:33]. (2) Reactant: N[C:2]1[C:3]([C:12]([OH:14])=[O:13])=[CH:4][C:5]2[C:10]([CH:11]=1)=[CH:9][CH:8]=[CH:7][CH:6]=2.N([O-])=O.[Na+].[F:19][B-](F)(F)F.[H+]. Product: [F:19][C:2]1[C:3]([C:12]([OH:14])=[O:13])=[CH:4][C:5]2[C:10]([CH:11]=1)=[CH:9][CH:8]=[CH:7][CH:6]=2. The catalyst class is: 126. (3) Reactant: Cl[C:2]1[CH:7]=[C:6]([Cl:8])[CH:5]=[CH:4][C:3]=1[N+:9]([O-:11])=[O:10].[OH-:12].[Na+].Cl. Product: [Cl:8][C:6]1[CH:5]=[CH:4][C:3]([N+:9]([O-:11])=[O:10])=[C:2]([OH:12])[CH:7]=1. The catalyst class is: 58. (4) Reactant: [CH2:1]1[O:3][CH2:2]1.B(F)(F)F.C[CH2:9][O:10]CC.[CH3:13][CH2:14][CH2:15][CH2:16][CH3:17].[C:18]([O:21][CH2:22]C)(=[O:20])[CH3:19]. Product: [CH3:22][O:21][C:18](=[O:20])[C:19]1[CH:17]=[CH:16][C:15]([CH2:1][O:3][CH2:2][CH2:9][OH:10])=[CH:14][CH:13]=1. The catalyst class is: 170. (5) Reactant: [H-].[H-].[H-].[H-].[Li+].[Al+3].[Si:7]([O:14][C@H:15]1[C@H:19]2[O:20][CH2:21][CH:22]([CH2:23][C:24](OCC)=[O:25])[C@H:18]2[O:17][CH2:16]1)([C:10]([CH3:13])([CH3:12])[CH3:11])([CH3:9])[CH3:8]. Product: [Si:7]([O:14][C@H:15]1[C@H:19]2[O:20][CH2:21][CH:22]([CH2:23][CH2:24][OH:25])[C@H:18]2[O:17][CH2:16]1)([C:10]([CH3:13])([CH3:12])[CH3:11])([CH3:9])[CH3:8]. The catalyst class is: 1. (6) Product: [C:1]1([C:23]2[CH:24]=[CH:25][CH:26]=[CH:27][CH:28]=2)[CH:2]=[CH:3][C:4]([NH:7][C:8](=[O:22])[NH:9][C@@H:10]([C:15]2[CH:20]=[CH:19][C:18]([CH3:21])=[CH:17][CH:16]=2)[CH2:11][C:12]([NH:42][CH2:45][CH2:46][N:29]2[CH2:30][CH2:35][CH2:40][CH2:39]2)=[O:14])=[CH:5][CH:6]=1. The catalyst class is: 2. Reactant: [C:1]1([C:23]2[CH:28]=[CH:27][CH:26]=[CH:25][CH:24]=2)[CH:6]=[CH:5][C:4]([NH:7][C:8](=[O:22])[NH:9][CH:10]([C:15]2[CH:20]=[CH:19][C:18]([CH3:21])=[CH:17][CH:16]=2)[CH2:11][C:12]([OH:14])=O)=[CH:3][CH:2]=1.[NH2:29][CH:30]([C:35]1[CH:40]=[CH:39]C(C)=CC=1)CC(O)=O.[N:42]([C:45]1C=CC(C2C=CC=CC=2)=C[CH:46]=1)=C=O.